Predict the reaction yield, written as a fraction of the theoretical maximum amount of product (1.0 means a 100% yield; for example, 0.34 means a 34% yield). From a dataset of Reaction yield outcomes from USPTO patents with 853,638 reactions. (1) The reactants are [CH2:1]([O:3][CH:4](O)[CH3:5])[CH3:2].N1C(C)=CC=CC=1C.[F:15][C:16]([F:29])([F:28])[S:17]([O:20]S(C(F)(F)F)(=O)=O)(=[O:19])=[O:18].[Cl-].[NH4+]. The catalyst is C(Cl)Cl. The product is [O:20]([CH2:2][CH2:1][O:3][CH2:4][CH3:5])[S:17]([C:16]([F:29])([F:28])[F:15])(=[O:19])=[O:18]. The yield is 0.676. (2) The reactants are [CH2:1]([N:8]([CH2:18][C:19]1[CH:24]=[CH:23][CH:22]=[CH:21][CH:20]=1)[CH:9]([CH2:13][O:14][CH:15]([F:17])[F:16])[C:10]([OH:12])=O)[C:2]1[CH:7]=[CH:6][CH:5]=[CH:4][CH:3]=1.C(N(CC)CC)C.ClC(OCC(C)C)=O.[F:40][C:41]1[CH:42]=[C:43]([CH:46]=[CH:47][C:48]=1[F:49])[CH2:44][NH2:45]. The catalyst is C1COCC1.C(OCC)(=O)C. The product is [CH2:18]([N:8]([CH2:1][C:2]1[CH:3]=[CH:4][CH:5]=[CH:6][CH:7]=1)[CH:9]([CH2:13][O:14][CH:15]([F:16])[F:17])[C:10]([NH:45][CH2:44][C:43]1[CH:46]=[CH:47][C:48]([F:49])=[C:41]([F:40])[CH:42]=1)=[O:12])[C:19]1[CH:24]=[CH:23][CH:22]=[CH:21][CH:20]=1. The yield is 0.775. (3) The reactants are Br.[Br:2][C:3]1[CH:4]=[C:5]([CH2:10]Br)[C:6]([NH2:9])=[N:7][CH:8]=1.Cl.[CH2:13]([O:15][C:16](=[O:19])[CH2:17][NH2:18])[CH3:14].C(N(CC)CC)C. The catalyst is CN(C=O)C.O. The product is [CH2:13]([O:15][C:16](=[O:19])[CH2:17][NH:18][CH2:10][C:5]1[C:6]([NH2:9])=[N:7][CH:8]=[C:3]([Br:2])[CH:4]=1)[CH3:14]. The yield is 0.570. (4) The reactants are [OH:1][CH2:2][C@@H:3]1[C@H:7]([OH:8])[C@@H:6]([OH:9])[CH:5]([O:10][CH3:11])[O:4]1.O.[C:13]1(C)[CH:18]=CC(S(O)(=O)=O)=C[CH:14]=1. The yield is 0.216. The product is [CH3:11][O:10][CH:5]1[O:4][C@H:3]2[C@H:7]([O:8][C:13]([CH3:18])([CH3:14])[O:1][CH2:2]2)[C@H:6]1[OH:9]. The catalyst is CC(C)=O.[O-]S([O-])(=O)=O.[Cu+2]. (5) The reactants are [CH2:1]([O:8][C:9](=[O:24])[CH2:10][CH2:11][C@H:12]([NH:16][C:17]([O:19][C:20]([CH3:23])([CH3:22])[CH3:21])=[O:18])[C:13]([OH:15])=[O:14])[C:2]1[CH:7]=[CH:6][CH:5]=[CH:4][CH:3]=1.[CH:25]1(O)[CH2:29][CH2:28][CH2:27][CH2:26]1.C(Cl)CCl. The catalyst is C(Cl)Cl.CN(C1C=CN=CC=1)C. The product is [C:20]([O:19][C:17]([NH:16][C@H:12]([C:13]([O:15][CH:25]1[CH2:29][CH2:28][CH2:27][CH2:26]1)=[O:14])[CH2:11][CH2:10][C:9]([O:8][CH2:1][C:2]1[CH:7]=[CH:6][CH:5]=[CH:4][CH:3]=1)=[O:24])=[O:18])([CH3:21])([CH3:23])[CH3:22]. The yield is 0.710. (6) The reactants are I[C:2]1[C:7]([C:8]([F:11])([F:10])[F:9])=[CH:6][N:5]=[C:4]([S:12][CH3:13])[N:3]=1.C1(P(C2C=CC=CC=2)C2C=CC=CC=2)C=CC=CC=1.[C:33]([C:35]1[CH:40]=[CH:39][CH:38]=[CH:37][C:36]=1[CH2:41][C:42]([O:44][CH3:45])=[O:43])#[CH:34]. The catalyst is Cl[Pd](Cl)([P](C1C=CC=CC=1)(C1C=CC=CC=1)C1C=CC=CC=1)[P](C1C=CC=CC=1)(C1C=CC=CC=1)C1C=CC=CC=1.[Cu]I.C1COCC1. The product is [CH3:13][S:12][C:4]1[N:3]=[C:2]([C:34]#[C:33][C:35]2[CH:40]=[CH:39][CH:38]=[CH:37][C:36]=2[CH2:41][C:42]([O:44][CH3:45])=[O:43])[C:7]([C:8]([F:11])([F:10])[F:9])=[CH:6][N:5]=1. The yield is 0.690. (7) The reactants are [CH2:1]([C@@:4]1([C:20]2[CH:25]=[CH:24][C:23]([F:26])=[CH:22][CH:21]=2)[O:9][C:8](=[O:10])[N:7]([C@H:11]([C:13]2[CH:18]=[CH:17][C:16]([Br:19])=[CH:15][CH:14]=2)[CH3:12])[CH2:6][CH2:5]1)[CH:2]=[CH2:3].[OH2:27].O=O. The catalyst is CN(C=O)C.Cl[Cu].Cl[Pd]Cl. The product is [Br:19][C:16]1[CH:17]=[CH:18][C:13]([C@@H:11]([N:7]2[CH2:6][CH2:5][C@@:4]([C:20]3[CH:21]=[CH:22][C:23]([F:26])=[CH:24][CH:25]=3)([CH2:1][C:2](=[O:27])[CH3:3])[O:9][C:8]2=[O:10])[CH3:12])=[CH:14][CH:15]=1. The yield is 0.920. (8) The catalyst is C(Cl)Cl. The product is [I:1][CH2:28][CH2:29][CH2:30][C:31]1[S:35][C:34]([C:36]([O:38][CH3:39])=[O:37])=[CH:33][CH:32]=1. The yield is 0.890. The reactants are [I:1]I.C1(P(C2C=CC=CC=2)C2C=CC=CC=2)C=CC=CC=1.N1C=CN=C1.O[CH2:28][CH2:29][CH2:30][C:31]1[S:35][C:34]([C:36]([O:38][CH3:39])=[O:37])=[CH:33][CH:32]=1.